From a dataset of Reaction yield outcomes from USPTO patents with 853,638 reactions. Predict the reaction yield, written as a fraction of the theoretical maximum amount of product (1.0 means a 100% yield; for example, 0.34 means a 34% yield). (1) The reactants are [CH2:1]([O:3][C:4]([C:6]1[NH:7][C:8]2[C:13]([CH:14]=1)=[CH:12][C:11]([O:15]C)=[C:10]([Cl:17])[CH:9]=2)=[O:5])[CH3:2].B(Br)(Br)Br. The catalyst is ClCCl. The product is [CH2:1]([O:3][C:4]([C:6]1[NH:7][C:8]2[C:13]([CH:14]=1)=[CH:12][C:11]([OH:15])=[C:10]([Cl:17])[CH:9]=2)=[O:5])[CH3:2]. The yield is 0.740. (2) The reactants are [F:1][C:2]1[CH:3]=[CH:4][C:5]([N:13]2[CH2:18][CH2:17][N:16]([CH2:19][CH2:20][C:21]3[CH:26]=[CH:25][CH:24]=[C:23]([N+:27]([O-])=O)[CH:22]=3)[CH2:15][CH2:14]2)=[C:6]2[C:11]=1[N:10]=[C:9]([CH3:12])[CH:8]=[CH:7]2.[Cl-].[NH4+]. The catalyst is CO.O.[Fe]. The product is [F:1][C:2]1[CH:3]=[CH:4][C:5]([N:13]2[CH2:14][CH2:15][N:16]([CH2:19][CH2:20][C:21]3[CH:22]=[C:23]([CH:24]=[CH:25][CH:26]=3)[NH2:27])[CH2:17][CH2:18]2)=[C:6]2[C:11]=1[N:10]=[C:9]([CH3:12])[CH:8]=[CH:7]2. The yield is 0.770. (3) The product is [F:18][C:13]1[CH:14]=[CH:15][CH:16]=[CH:17][C:12]=1[CH:6]1[C:5](=[O:4])[NH:23][C:21](=[S:22])[NH:20][C:7]1=[O:8]. The reactants are [Na].C([O:4][C:5](=O)[CH:6]([C:12]1[CH:17]=[CH:16][CH:15]=[CH:14][C:13]=1[F:18])[C:7](OCC)=[O:8])C.[NH2:20][C:21]([NH2:23])=[S:22].O. The catalyst is C(O)C. The yield is 0.460. (4) The reactants are [CH3:1][C:2]1[NH:3][C:4]([NH2:7])=[N:5][N:6]=1.[C:8]1(=O)[CH2:11][CH2:10][CH2:9]1.C([BH3-])#N.[Na+].O. The catalyst is C(O)(=O)C. The product is [CH:8]1([NH:7][C:4]2[NH:3][C:2]([CH3:1])=[N:6][N:5]=2)[CH2:11][CH2:10][CH2:9]1. The yield is 0.610. (5) The reactants are [Cl:1][C:2]1[C:3]([OH:11])=[N:4][CH:5]=[C:6]([N+:8]([O-:10])=[O:9])[CH:7]=1.[C:12]([O-])([O-])=O.[K+].[K+].CI. The catalyst is CN(C=O)C. The product is [Cl:1][C:2]1[C:3](=[O:11])[N:4]([CH3:12])[CH:5]=[C:6]([N+:8]([O-:10])=[O:9])[CH:7]=1. The yield is 0.960. (6) The reactants are [CH2:1]([N:8]([C:10]([NH:12][C:13]1[CH:14]=[N:15][N:16]([CH2:18][C:19]2[C:20]([CH3:25])=[N:21][O:22][C:23]=2[CH3:24])[CH:17]=1)=[O:11])[NH2:9])[C:2]1[CH:7]=[CH:6][CH:5]=[CH:4][CH:3]=1.Cl[C:27](OCC)=[O:28].C(N(CC)CC)C.[OH-].[Na+]. The catalyst is C(#N)C. The product is [CH2:1]([N:8]1[C:10](=[O:11])[N:12]([C:13]2[CH:14]=[N:15][N:16]([CH2:18][C:19]3[C:20]([CH3:25])=[N:21][O:22][C:23]=3[CH3:24])[CH:17]=2)[C:27](=[O:28])[NH:9]1)[C:2]1[CH:7]=[CH:6][CH:5]=[CH:4][CH:3]=1. The yield is 0.600. (7) The reactants are [OH-].[Na+].[CH2:3]([C:5]1[O:9][N:8]=[C:7]([C:10]([O:12]CC)=[O:11])[CH:6]=1)[CH3:4]. The catalyst is O.CO. The product is [CH2:3]([C:5]1[O:9][N:8]=[C:7]([C:10]([OH:12])=[O:11])[CH:6]=1)[CH3:4]. The yield is 0.580. (8) The reactants are [N+:1]([C:4]1[CH:16]=[CH:15][C:7]([CH2:8][C:9]2[O:13][C:12](=[O:14])[NH:11][N:10]=2)=[CH:6][CH:5]=1)([O-:3])=[O:2].IC.[CH3:19]N(C)C=O.[H-].[Na+]. The catalyst is O. The product is [CH3:19][N:11]1[N:10]=[C:9]([CH2:8][C:7]2[CH:15]=[CH:16][C:4]([N+:1]([O-:3])=[O:2])=[CH:5][CH:6]=2)[O:13][C:12]1=[O:14]. The yield is 0.710.